This data is from Reaction yield outcomes from USPTO patents with 853,638 reactions. The task is: Predict the reaction yield, written as a fraction of the theoretical maximum amount of product (1.0 means a 100% yield; for example, 0.34 means a 34% yield). (1) The reactants are CN(C)C=O.C(=O)([O-])[O-].[K+].[K+].I[C:13]1[C:18]([O:19][C:20]2[C:29]3[C:24](=[CH:25][C:26]([O:32][CH3:33])=[C:27]([O:30][CH3:31])[CH:28]=3)[N:23]=[CH:22][CH:21]=2)=[CH:17][CH:16]=[C:15]([CH3:34])[N:14]=1.[F:35][C:36]1[CH:37]=[C:38](B(O)O)[CH:39]=[C:40]([F:42])[CH:41]=1. The catalyst is O. The product is [F:35][C:36]1[CH:37]=[C:38]([C:13]2[C:18]([O:19][C:20]3[C:29]4[C:24](=[CH:25][C:26]([O:32][CH3:33])=[C:27]([O:30][CH3:31])[CH:28]=4)[N:23]=[CH:22][CH:21]=3)=[CH:17][CH:16]=[C:15]([CH3:34])[N:14]=2)[CH:39]=[C:40]([F:42])[CH:41]=1. The yield is 0.470. (2) The reactants are [NH:1]1[C:9]2[C:4](=[CH:5][C:6]([O:10][C:11]3[CH:16]=[CH:15][N:14]=[C:13]([NH2:17])[CH:12]=3)=[CH:7][CH:8]=2)[CH:3]=[CH:2]1.[H-].[Na+].[CH:20]1([NH:25][C:26](=O)[O:27]C2C=CC=CC=2)[CH2:24][CH2:23][CH2:22][CH2:21]1.O. The catalyst is CN(C)C=O. The product is [CH:20]1([NH:25][C:26]([N:1]2[C:9]3[C:4](=[CH:5][C:6]([O:10][C:11]4[CH:16]=[CH:15][N:14]=[C:13]([NH2:17])[CH:12]=4)=[CH:7][CH:8]=3)[CH:3]=[CH:2]2)=[O:27])[CH2:24][CH2:23][CH2:22][CH2:21]1. The yield is 0.557. (3) The reactants are CNCC[C:5]#[C:6][C:7]1[CH:12]=[CH:11][CH:10]=[CH:9][N:8]=1.ClC1C=CC=C(Cl)C=1C(Cl)=[O:17]. No catalyst specified. The product is [C:9]([NH2:8])(=[O:17])[C:10]1[CH:5]=[CH:6][CH:7]=[CH:12][CH:11]=1. The yield is 0.450. (4) The reactants are C[O:2][C:3](=[O:17])[CH:4](Br)[C:5]1[CH:10]=[CH:9][C:8]([O:11][C:12]([F:15])([F:14])[F:13])=[CH:7][CH:6]=1.[CH:18]1([SH:23])[CH2:22][CH2:21][CH2:20][CH2:19]1.[NH2:24][C:25]1[S:26][CH:27]=[CH:28][N:29]=1. The catalyst is C1COCC1. The product is [CH:18]1([S:23][CH:4]([C:5]2[CH:10]=[CH:9][C:8]([O:11][C:12]([F:15])([F:14])[F:13])=[CH:7][CH:6]=2)[C:3]([OH:2])=[O:17])[CH2:22][CH2:21][CH2:20][CH2:19]1.[CH:18]1([S:23][CH:4]([C:5]2[CH:6]=[CH:7][C:8]([O:11][C:12]([F:13])([F:14])[F:15])=[CH:9][CH:10]=2)[C:3]([NH:24][C:25]2[S:26][CH:27]=[CH:28][N:29]=2)=[O:17])[CH2:22][CH2:21][CH2:20][CH2:19]1. The yield is 0.700. (5) The reactants are [I:1][C:2]1[C:10]2[C:5](=[N:6][CH:7]=[C:8]([C:11]3[CH:16]=[CH:15][C:14]([S:17]([CH:20]([CH3:22])[CH3:21])(=[O:19])=[O:18])=[CH:13][CH:12]=3)[N:9]=2)[NH:4][CH:3]=1.CCN(C(C)C)C(C)C.[C:32]1([CH3:42])[CH:37]=[CH:36][C:35]([S:38](Cl)(=[O:40])=[O:39])=[CH:34][CH:33]=1.O. The catalyst is CN(C=O)C. The product is [I:1][C:2]1[C:10]2[C:5](=[N:6][CH:7]=[C:8]([C:11]3[CH:12]=[CH:13][C:14]([S:17]([CH:20]([CH3:22])[CH3:21])(=[O:19])=[O:18])=[CH:15][CH:16]=3)[N:9]=2)[N:4]([S:38]([C:35]2[CH:36]=[CH:37][C:32]([CH3:42])=[CH:33][CH:34]=2)(=[O:40])=[O:39])[CH:3]=1. The yield is 0.972.